Dataset: Catalyst prediction with 721,799 reactions and 888 catalyst types from USPTO. Task: Predict which catalyst facilitates the given reaction. (1) Product: [CH2:1]([N:8]1[C:9]2[CH:10]=[CH:11][C:12]([C:21]3[CH:22]=[CH:23][C:24]([OH:27])=[CH:25][CH:26]=3)=[CH:13][C:14]=2[C:15]2[CH2:16][CH2:17][CH2:18][CH2:19][C:20]1=2)[C:2]1[CH:3]=[CH:4][CH:5]=[CH:6][CH:7]=1. The catalyst class is: 2. Reactant: [CH2:1]([N:8]1[C:20]2[CH2:19][CH2:18][CH2:17][CH2:16][C:15]=2[C:14]2[C:9]1=[CH:10][CH:11]=[C:12]([C:21]1[CH:26]=[CH:25][C:24]([O:27]C)=[CH:23][CH:22]=1)[CH:13]=2)[C:2]1[CH:7]=[CH:6][CH:5]=[CH:4][CH:3]=1.B(Br)(Br)Br. (2) Reactant: [OH-].[K+].[CH3:3]C1C=CC(S(N(N=O)C)(=O)=O)=CC=1.C(O)CO.CCOCC.[NH:26]1[C:30]2[CH:31]=[C:32]([N:35]3[CH:39]([C:40]4[CH:45]=[C:44]([F:46])[CH:43]=[C:42]([F:47])[C:41]=4[F:48])[C:38]([C:49]4[CH:54]=[CH:53][CH:52]=[CH:51][CH:50]=4)=[C:37]([OH:55])[C:36]3=[O:56])[CH:33]=[CH:34][C:29]=2[N:28]=[CH:27]1. Product: [NH:28]1[C:29]2[CH:34]=[CH:33][C:32]([N:35]3[CH:39]([C:40]4[CH:45]=[C:44]([F:46])[CH:43]=[C:42]([F:47])[C:41]=4[F:48])[C:38]([C:49]4[CH:54]=[CH:53][CH:52]=[CH:51][CH:50]=4)=[C:37]([O:55][CH3:3])[C:36]3=[O:56])=[CH:31][C:30]=2[N:26]=[CH:27]1. The catalyst class is: 24. (3) Reactant: [CH2:1]([O:8][C:9]1[CH:29]=[C:28]([O:30][CH2:31][C:32]2[CH:37]=[CH:36][CH:35]=[CH:34][CH:33]=2)[C:27]([CH:38]([CH3:40])[CH3:39])=[CH:26][C:10]=1[C:11]([NH:13][C:14]1[CH:19]=[CH:18][C:17]([N:20]2[CH2:25][CH2:24][O:23][CH2:22][CH2:21]2)=[CH:16][CH:15]=1)=S)[C:2]1[CH:7]=[CH:6][CH:5]=[CH:4][CH:3]=1.[NH2:41][NH2:42]. Product: [CH2:1]([O:8][C:9]1[CH:29]=[C:28]([O:30][CH2:31][C:32]2[CH:37]=[CH:36][CH:35]=[CH:34][CH:33]=2)[C:27]([CH:38]([CH3:40])[CH3:39])=[CH:26][C:10]=1[C:11](=[N:41][NH2:42])[NH:13][C:14]1[CH:19]=[CH:18][C:17]([N:20]2[CH2:25][CH2:24][O:23][CH2:22][CH2:21]2)=[CH:16][CH:15]=1)[C:2]1[CH:7]=[CH:6][CH:5]=[CH:4][CH:3]=1. The catalyst class is: 8. (4) Reactant: [C:1]([C:3]1[CH:4]=[CH:5][C:6]2[O:10][C:9]([C:11]([C:19]3[C:27]([O:28][CH3:29])=[CH:26][C:25]([CH3:30])=[C:24]4[C:20]=3[CH:21]=[CH:22][N:23]4C(OC(C)(C)C)=O)([CH2:13][CH2:14][C:15]([O:17]C)=[O:16])[CH3:12])=[N:8][C:7]=2[CH:38]=1)#[N:2].C(=O)([O-])[O-].[Cs+].[Cs+]. Product: [C:1]([C:3]1[CH:4]=[CH:5][C:6]2[O:10][C:9]([C:11]([C:19]3[C:27]([O:28][CH3:29])=[CH:26][C:25]([CH3:30])=[C:24]4[C:20]=3[CH:21]=[CH:22][NH:23]4)([CH3:12])[CH2:13][CH2:14][C:15]([OH:17])=[O:16])=[N:8][C:7]=2[CH:38]=1)#[N:2]. The catalyst class is: 5. (5) Reactant: Cl.[Br:2][C:3]1[N:7]2[CH:8]=[C:9]([C:12]([OH:14])=O)[N:10]=[CH:11][C:6]2=[CH:5][CH:4]=1.[C:15]1([NH2:26])[C:20](F)=[C:19](F)[C:18](F)=[C:17](N)C=1F.Cl.Cl.[CH3:29][CH2:30][N:31](C(C)C)C(C)C.CN(C(ON1N=NC2C=CC=NC1=2)=[N+](C)C)C.F[P-](F)(F)(F)(F)F. Product: [N:26]12[CH2:17][CH2:18][CH:19]([CH2:20][CH2:15]1)[C@@H:30]([NH:31][C:12]([C:9]1[N:10]=[CH:11][C:6]3[N:7]([C:3]([Br:2])=[CH:4][CH:5]=3)[CH:8]=1)=[O:14])[CH2:29]2. The catalyst class is: 198.